From a dataset of Full USPTO retrosynthesis dataset with 1.9M reactions from patents (1976-2016). Predict the reactants needed to synthesize the given product. (1) Given the product [CH3:1][O:2][C:3]1[CH:8]=[CH:7][CH:6]=[CH:5][C:4]=1[CH2:4][C:3](=[O:2])[CH3:8], predict the reactants needed to synthesize it. The reactants are: [CH3:1][O:2][C:3]1[CH:8]=[CH:7][CH:6]=[CH:5][C:4]=1Cl.P. (2) The reactants are: [C:1]([O:5][C:6]([N:8]1[CH2:13][CH2:12][CH2:11][C@@H:10]2[CH2:14][N:15]([C:17]3[C:25]([F:26])=[CH:24][C:23]([C:27]([OH:29])=O)=[C:22]4[C:18]=3[C:19]([CH3:31])=[C:20]([CH3:30])[NH:21]4)[CH2:16][C@H:9]12)=[O:7])([CH3:4])([CH3:3])[CH3:2].[NH4+].[Cl-].C[N:35](C(ON1N=NC2C=CC=NC1=2)=[N+](C)C)C.F[P-](F)(F)(F)(F)F.C(N(CC)CC)C. Given the product [C:27]([C:23]1[CH:24]=[C:25]([F:26])[C:17]([N:15]2[CH2:14][C@@H:10]3[C@@H:9]([N:8]([C:6]([O:5][C:1]([CH3:3])([CH3:2])[CH3:4])=[O:7])[CH2:13][CH2:12][CH2:11]3)[CH2:16]2)=[C:18]2[C:22]=1[NH:21][C:20]([CH3:30])=[C:19]2[CH3:31])(=[O:29])[NH2:35], predict the reactants needed to synthesize it. (3) Given the product [Br:1][C:2]1[CH:3]=[C:4]2[C:9](=[CH:10][CH:11]=1)[C:8](=[O:12])[N:7]([CH2:35][C:36]1([CH2:39][O:40][Si:41]([C:44]([CH3:47])([CH3:46])[CH3:45])([CH3:43])[CH3:42])[CH2:37][CH2:38]1)[CH:6]=[C:5]2[S:13]([N:16]1[CH2:22][CH2:21][CH2:20][N:19]([C:23]([O:25][C:26]([CH3:29])([CH3:28])[CH3:27])=[O:24])[CH2:18][CH2:17]1)(=[O:14])=[O:15], predict the reactants needed to synthesize it. The reactants are: [Br:1][C:2]1[CH:3]=[C:4]2[C:9](=[CH:10][CH:11]=1)[C:8](=[O:12])[NH:7][CH:6]=[C:5]2[S:13]([N:16]1[CH2:22][CH2:21][CH2:20][N:19]([C:23]([O:25][C:26]([CH3:29])([CH3:28])[CH3:27])=[O:24])[CH2:18][CH2:17]1)(=[O:15])=[O:14].CS(O[CH2:35][C:36]1([CH2:39][O:40][Si:41]([C:44]([CH3:47])([CH3:46])[CH3:45])([CH3:43])[CH3:42])[CH2:38][CH2:37]1)(=O)=O.C(=O)([O-])[O-].[Cs+].[Cs+]. (4) Given the product [NH2:14][C:9]1[CH:10]=[CH:11][CH:12]=[C:13]2[C:8]=1[C:7](=[O:17])[C:6]1([NH:18][C:19]([C:21]3[CH:22]=[C:23]4[C:27](=[CH:28][CH:29]=3)[NH:26][N:25]=[CH:24]4)=[O:20])[C:5]3[CH:30]=[CH:31][C:32]([CH:34]([CH3:35])[CH3:36])=[CH:33][C:4]=3[O:3][C:2]12[OH:1], predict the reactants needed to synthesize it. The reactants are: [OH:1][C:2]12[C:13]3[C:8](=[C:9]([N+:14]([O-])=O)[CH:10]=[CH:11][CH:12]=3)[C:7](=[O:17])[C:6]1([NH:18][C:19]([C:21]1[CH:22]=[C:23]3[C:27](=[CH:28][CH:29]=1)[NH:26][N:25]=[CH:24]3)=[O:20])[C:5]1[CH:30]=[CH:31][C:32]([CH:34]([CH3:36])[CH3:35])=[CH:33][C:4]=1[O:3]2.C(O)C.